From a dataset of B-cell epitopes from IEDB database with 3,159 antigens for binding position prediction. Token-level Classification. Given an antigen amino acid sequence, predict which amino acid positions are active epitope sites capable of antibody binding. Output is a list of indices for active positions. (1) Given the antigen sequence: MAFSQYISLAPELLLATAIFCLVFWVLRGTRTQVPKGLKSPPGPWGLPFIGHMLTLGKNPHLSLTKLSQQYGDVLQIRIGSTPVVVLSGLNTIKQALVKQGDDFKGRPDLYSFTLITNGKSMTFNPDSGPVWAARRRLAQDALKSFSIASDPTSVSSCYLEEHVSKEANHLISKFQKLMAEVGHFEPVNQVVESVANVIGAMCFGKNFPRKSEEMLNLVKSSKDFVENVTSGNAVDFFPVLRYLPNPALKRFKNFNDNFVLFLQKTVQEHYQDFNKNSIQDITGALFKHSENYKDNGGLIPQEKIVNIVNDIFGAGFETVTTAIFWSILLLVTEPKVQRKIHEELDTVIGRDRQPRLSDRPQLPYLEAFILEIYRYTSFVPFTIPHSTTRDTSLNGFHIPKECCIFINQWQVNHDEKQWKDPFVFRPERFLTNDNTAIDKTLSEKVMLFGLGKRRCIGEIPAKWEVFLFLAILLHQLEFTVPPGVKVDLTPSYGLTMKPR..., which amino acid positions are active epitope sites? The epitope positions are: [282, 283, 284, 285, 286, 287, 288, 289, 290, 291, 292, 293]. The amino acids at these positions are: TGALFKHSENYK. (2) Given the antigen sequence: MTELPAPLSYFQNAQMSEDNHLSNTVRSQNDNRERQEHNDRRSLGHPEPLSNGRPQGNSRQVVEQDEEEDEELTLKYGAKHVIMLFVPVTLCMVVVVATIKSVSFYTRKDGQLIYTPFTEDTETVGQRALHSILNAAIMISVIVVMTILLVVLYKYRCYKVIHAWLIISSLLLLFFFSFIYLGEVFKTYNVAVDYITVALLIWNFGVVGMISIHWKGPLRLQQAYLIMISALMALVFIKYLPEWTAWLILAVISVYDLVAVLCPKGPLRMLVETAQERNETLFPALIYS, which amino acid positions are active epitope sites? The epitope positions are: [158, 159, 160, 161, 162, 163, 164, 165, 166]. The amino acids at these positions are: YKVIHAWLI. (3) Given the antigen sequence: MRCSHKLGRFLTPHSCFWWLFLLCTGLSWSFADGNDNSSTYQYIYNLTICELNGTEWLSSHFGWAVETFVLYPVATHILSLGFLTTSHFFDALGLGAVSTAGLVDGRYVLSSVYGACAFAAFVCFVIRAAKNCMACRYARTRFTNFIVDDRGRVHRWKSPIVVEKLGKAEVDGNLVTIKHVILEGVKAQPLTRTSAEQWEA, which amino acid positions are active epitope sites? The epitope positions are: [144, 145, 146, 147, 148, 149, 150, 151, 152, 153, 154, 155, 156, 157, 158, 159, 160]. The amino acids at these positions are: NFIVDDRGRVHRWKSPI. (4) Given the antigen sequence: MFKGLSKGSQGKGSPKGSPAKGSPKGSPSRHSRAATQELALLISRMQANADQVERDILETQKRLQQDRLNSEQSQALQHQQETGRSLKEAEVLLKDLFLDVDKARRLKHPQAEEIEKDIKQLHERVTQECAEYRALYEKMVLPPDVGPRVDWARVLEQKQKQVCAGQYGPGMAELEQQIAEHNILQKEIDAYGQQLRSLVGPDAATIRSQYRDLLKAASWRGQSLGSLYTHLQGCTRQLSALAEQQRRILQQDWSDLMADPAGVRREYEHFKQHELLSQEQSVNQLEDDGERMVELRHPAVGPIQAHQEALKMEWQNFLNLCICQETQLQHVEDYRRFQEEADSVSQTLAKLNSNLDAKYSPAPGGPPGAPTELLQQLEAEEKRLAVTERATGDLQRRSRDVAPLPQRRNPPQQPLHVDSICDWDSGEVQLLQGERYKLVDNTDPHAWVVQGPGGETKRAPAACFCIPAPDPDAVARASRLASELQALKQKLATVQSRLK..., which amino acid positions are active epitope sites? The epitope positions are: [1751, 1752, 1753, 1754, 1755, 1756, 1757, 1758, 1759, 1760, 1761, 1762, 1763, 1764, 1765, 1766, 1767, 1768, 1769, 1770]. The amino acids at these positions are: ALRCRRISKEEYHLYKDGHL. (5) Given the antigen sequence: MNSVGRRGPRRANQNGARRRRRRTVRPVVVVQPNRAGPRRRNGRRKGRGGANPVFRPTGGTEVFVFSVDNLKANSSGAIKFGPSLSQCPALSDGILKSYHRYKITSIRVEFKSHASATTTGAIFIELDTACKQSALGSYINSFTISKTASKTFRSEAINGKEFQESTIDQFWMLYKANGTTTDTAGQFIITMSVSLMTA, which amino acid positions are active epitope sites? The epitope positions are: [44, 45, 46, 47, 48, 49, 50, 51, 52, 53, 54, 55, 56, 57, 58, 59, 60, 61, 62, 63]. The amino acids at these positions are: RKGRGGANPVFRPTGGTEVF. (6) Given the antigen sequence: NQAVRFTISPNAPAITAKLGDYGEVTVECEPRSGLNTEAYYVMTIGTKHFLVHREWFNDLLLPWTSPASTEWRNREILVEFEEPHATKQSVVALGSQEGALHQALAGAIPVEFSSSTLKLTSGHLKCRVKMEKLKLKGTTYGMCTEKFTFSKNP, which amino acid positions are active epitope sites? The epitope positions are: [127, 128, 129, 130, 131, 132, 133, 134, 135, 136, 137, 138, 139, 140, 141, 142, 143]. The amino acids at these positions are: RVKMEKLKLKGTTYGMC.